The task is: Regression. Given two drug SMILES strings and cell line genomic features, predict the synergy score measuring deviation from expected non-interaction effect.. This data is from NCI-60 drug combinations with 297,098 pairs across 59 cell lines. (1) Drug 1: CN(C)N=NC1=C(NC=N1)C(=O)N. Drug 2: C(CC(=O)O)C(=O)CN.Cl. Cell line: 786-0. Synergy scores: CSS=13.2, Synergy_ZIP=-6.27, Synergy_Bliss=-4.71, Synergy_Loewe=-11.7, Synergy_HSA=-4.27. (2) Drug 1: C1CCC(CC1)NC(=O)N(CCCl)N=O. Drug 2: COC1=C2C(=CC3=C1OC=C3)C=CC(=O)O2. Cell line: MDA-MB-231. Synergy scores: CSS=19.1, Synergy_ZIP=2.09, Synergy_Bliss=0.376, Synergy_Loewe=-4.12, Synergy_HSA=0.654. (3) Drug 1: CC1=C(N=C(N=C1N)C(CC(=O)N)NCC(C(=O)N)N)C(=O)NC(C(C2=CN=CN2)OC3C(C(C(C(O3)CO)O)O)OC4C(C(C(C(O4)CO)O)OC(=O)N)O)C(=O)NC(C)C(C(C)C(=O)NC(C(C)O)C(=O)NCCC5=NC(=CS5)C6=NC(=CS6)C(=O)NCCC[S+](C)C)O. Drug 2: C(CC(=O)O)C(=O)CN.Cl. Cell line: HCT-15. Synergy scores: CSS=50.9, Synergy_ZIP=-6.80, Synergy_Bliss=-7.36, Synergy_Loewe=-54.9, Synergy_HSA=-2.16. (4) Drug 1: CC1C(C(CC(O1)OC2CC(CC3=C2C(=C4C(=C3O)C(=O)C5=C(C4=O)C(=CC=C5)OC)O)(C(=O)C)O)N)O.Cl. Drug 2: CCN(CC)CCNC(=O)C1=C(NC(=C1C)C=C2C3=C(C=CC(=C3)F)NC2=O)C. Cell line: OVCAR-4. Synergy scores: CSS=2.97, Synergy_ZIP=-1.41, Synergy_Bliss=-0.279, Synergy_Loewe=-4.38, Synergy_HSA=-0.655.